From a dataset of Full USPTO retrosynthesis dataset with 1.9M reactions from patents (1976-2016). Predict the reactants needed to synthesize the given product. (1) Given the product [Br:26][C:27]1[C:35]2[C:30](=[N:31][CH:32]=[N:33][C:34]=2[NH:17][CH2:16][CH2:15][CH2:14][NH:13][C:10]2[C:11]3[C:6](=[CH:5][CH:4]=[C:3]([O:2][CH3:1])[CH:12]=3)[CH:7]=[C:8]([C:18]3[CH:23]=[CH:22][N:21]=[C:20]([NH:24][CH3:25])[N:19]=3)[CH:9]=2)[NH:29][N:28]=1, predict the reactants needed to synthesize it. The reactants are: [CH3:1][O:2][C:3]1[CH:12]=[C:11]2[C:6]([CH:7]=[C:8]([C:18]3[CH:23]=[CH:22][N:21]=[C:20]([NH:24][CH3:25])[N:19]=3)[CH:9]=[C:10]2[NH:13][CH2:14][CH2:15][CH2:16][NH2:17])=[CH:5][CH:4]=1.[Br:26][C:27]1[C:35]2[C:30](=[N:31][CH:32]=[N:33][C:34]=2Cl)[NH:29][N:28]=1.C(OCC)(=O)C. (2) Given the product [C:14]1([C:4]2[N:3]=[C:2]([NH:27][C:26]3[CH:28]=[CH:29][C:23]([O:22][C:21]([F:20])([F:30])[F:31])=[CH:24][CH:25]=3)[CH:7]=[C:6]([C:8]3[CH:13]=[CH:12][CH:11]=[CH:10][CH:9]=3)[N:5]=2)[CH:19]=[CH:18][CH:17]=[CH:16][CH:15]=1, predict the reactants needed to synthesize it. The reactants are: Cl[C:2]1[CH:7]=[C:6]([C:8]2[CH:13]=[CH:12][CH:11]=[CH:10][CH:9]=2)[N:5]=[C:4]([C:14]2[CH:19]=[CH:18][CH:17]=[CH:16][CH:15]=2)[N:3]=1.[F:20][C:21]([F:31])([F:30])[O:22][C:23]1[CH:29]=[CH:28][C:26]([NH2:27])=[CH:25][CH:24]=1. (3) Given the product [C:1]([O:5][C:6]([N:8]1[CH2:13][CH2:12][CH:11]([N:14]2[C:18]3=[N:19][CH:20]=[N:21][C:22]([O:32][C:31]4[C:26]([C:24]#[N:25])=[N:27][CH:28]=[CH:29][CH:30]=4)=[C:17]3[CH:16]=[N:15]2)[CH2:10][CH2:9]1)=[O:7])([CH3:4])([CH3:3])[CH3:2], predict the reactants needed to synthesize it. The reactants are: [C:1]([O:5][C:6]([N:8]1[CH2:13][CH2:12][CH:11]([N:14]2[C:18]3=[N:19][CH:20]=[N:21][C:22](Cl)=[C:17]3[CH:16]=[N:15]2)[CH2:10][CH2:9]1)=[O:7])([CH3:4])([CH3:3])[CH3:2].[C:24]([C:26]1[C:31]([OH:32])=[CH:30][CH:29]=[CH:28][N:27]=1)#[N:25].C(=O)([O-])[O-].[K+].[K+].C(OCC)(=O)C. (4) Given the product [Cl:1][C:2]1[CH:3]=[CH:4][C:5]([C:8]([C:10]2[N:11]([CH3:22])[C:12]([O:38][CH:28]3[CH2:29][CH2:24][N:25]([CH:35]([CH3:36])[CH3:34])[CH2:26][CH2:27]3)=[N:13][CH:14]=2)=[O:9])=[CH:6][CH:7]=1, predict the reactants needed to synthesize it. The reactants are: [Cl:1][C:2]1[CH:7]=[CH:6][C:5]([CH:8]([C:10]2[N:11]([CH3:22])[C:12](SC3C=CC=CC=3)=[N:13][CH:14]=2)[OH:9])=[CH:4][CH:3]=1.C[C:24]1(C)[CH2:29][CH2:28][CH2:27][C:26](C)(C)[NH:25]1.[Li][CH2:34][CH2:35][CH2:36]C.[OH2:38]. (5) The reactants are: [F:1][CH:2]([F:30])[CH2:3][O:4][C:5]1[CH:6]=[C:7]2[C:12](=[CH:13][CH:14]=1)[N:11]([CH:15]1[CH2:20][CH2:19][N:18](C(OC(C)(C)C)=O)[CH2:17][CH2:16]1)[C:10](=[O:28])[NH:9][C:8]2=[O:29]. Given the product [F:30][CH:2]([F:1])[CH2:3][O:4][C:5]1[CH:6]=[C:7]2[C:12](=[CH:13][CH:14]=1)[N:11]([CH:15]1[CH2:16][CH2:17][NH:18][CH2:19][CH2:20]1)[C:10](=[O:28])[NH:9][C:8]2=[O:29], predict the reactants needed to synthesize it.